Dataset: Full USPTO retrosynthesis dataset with 1.9M reactions from patents (1976-2016). Task: Predict the reactants needed to synthesize the given product. (1) The reactants are: [H-].[Na+].[OH:3][NH:4][C:5](=[NH:7])[CH3:6].[NH2:8][C:9]1[N:13]([C:14]2[CH:19]=[CH:18][CH:17]=[CH:16][CH:15]=2)[N:12]=[C:11]([C:20](OCC)=O)[C:10]=1[CH3:25]. Given the product [CH3:25][C:10]1[C:11]([C:20]2[O:3][N:4]=[C:5]([CH3:6])[N:7]=2)=[N:12][N:13]([C:14]2[CH:15]=[CH:16][CH:17]=[CH:18][CH:19]=2)[C:9]=1[NH2:8], predict the reactants needed to synthesize it. (2) Given the product [C:17]([O:16][C@@H:10]([C:4]1[C:5]([CH3:9])=[N:6][C:7]([CH3:8])=[C:2]([C:39]2[CH:40]=[CH:41][C:36]([O:29][C:30]3[CH:35]=[CH:34][CH:33]=[CH:32][CH:31]=3)=[CH:37][CH:38]=2)[C:3]=1[N:21]1[CH2:26][CH2:25][C:24]([CH3:28])([CH3:27])[CH2:23][CH2:22]1)[C:11]([O:13][CH2:14][CH3:15])=[O:12])([CH3:20])([CH3:19])[CH3:18], predict the reactants needed to synthesize it. The reactants are: Br[C:2]1[C:3]([N:21]2[CH2:26][CH2:25][C:24]([CH3:28])([CH3:27])[CH2:23][CH2:22]2)=[C:4]([C@H:10]([O:16][C:17]([CH3:20])([CH3:19])[CH3:18])[C:11]([O:13][CH2:14][CH3:15])=[O:12])[C:5]([CH3:9])=[N:6][C:7]=1[CH3:8].[O:29]([C:36]1[CH:41]=[CH:40][C:39](B(O)O)=[CH:38][CH:37]=1)[C:30]1[CH:35]=[CH:34][CH:33]=[CH:32][CH:31]=1.C([O-])([O-])=O.[Na+].[Na+]. (3) Given the product [CH2:13]([O:20][C:21]1[CH:22]=[C:23]([CH:24]=[CH:25][C:26]=1[I:27])[CH2:28][O:29][CH:31]1[CH2:32][CH2:33][CH2:34][CH2:35][O:30]1)[C:14]1[CH:15]=[CH:16][CH:17]=[CH:18][CH:19]=1, predict the reactants needed to synthesize it. The reactants are: O.C1(C)C=CC(S(O)(=O)=O)=CC=1.[CH2:13]([O:20][C:21]1[CH:22]=[C:23]([CH2:28][OH:29])[CH:24]=[CH:25][C:26]=1[I:27])[C:14]1[CH:19]=[CH:18][CH:17]=[CH:16][CH:15]=1.[O:30]1[CH:35]=[CH:34][CH2:33][CH2:32][CH2:31]1. (4) The reactants are: O[N:2]=[C:3]([C:6]1[CH:11]=[CH:10][C:9]([C:12]([F:15])([F:14])[F:13])=[CH:8][CH:7]=1)[CH2:4][CH3:5]. Given the product [F:13][C:12]([F:14])([F:15])[C:9]1[CH:8]=[CH:7][C:6]([CH:3]([NH2:2])[CH2:4][CH3:5])=[CH:11][CH:10]=1, predict the reactants needed to synthesize it. (5) The reactants are: [CH3:1][O:2][C:3]1[CH:4]=[C:5]2[C:10](=[CH:11][C:12]=1[O:13][CH3:14])[NH:9][C:8](=[O:15])[C:7]([C:16]([OH:18])=O)=[CH:6]2.[NH2:19][C:20]1[CH:21]=[C:22]([CH:28]=[CH:29][C:30]=1[Cl:31])[C:23]([N:25]([CH3:27])[CH3:26])=[O:24]. Given the product [Cl:31][C:30]1[CH:29]=[CH:28][C:22]([C:23](=[O:24])[N:25]([CH3:27])[CH3:26])=[CH:21][C:20]=1[NH:19][C:16]([C:7]1[C:8](=[O:15])[NH:9][C:10]2[C:5]([CH:6]=1)=[CH:4][C:3]([O:2][CH3:1])=[C:12]([O:13][CH3:14])[CH:11]=2)=[O:18], predict the reactants needed to synthesize it. (6) Given the product [Cl:1][C:2]1[CH:7]=[C:6]([Cl:8])[CH:5]=[CH:4][C:3]=1[C:9]1[N:10]=[C:11]([CH2:28][CH3:29])[C:12]([NH:17][C@@H:40]2[C:48]3[C:43](=[CH:44][CH:45]=[C:46]([O:49][CH3:50])[CH:47]=3)[CH2:42][C@@H:41]2[CH2:51][CH3:52])=[N:13][C:14]=1[CH2:15][CH3:16], predict the reactants needed to synthesize it. The reactants are: [Cl:1][C:2]1[CH:7]=[C:6]([Cl:8])[CH:5]=[CH:4][C:3]=1[C:9]1[N:10]=[C:11]([CH2:28][CH3:29])[C:12]([NH:17][C@@H]2C3C(=CC=CC=3)C[C@@H]2O)=[N:13][C:14]=1[CH2:15][CH3:16].BrC1N=C(CC)C(N[C@@H:40]2[C:48]3[C:43](=[CH:44][CH:45]=[C:46]([O:49][CH3:50])[CH:47]=3)[CH2:42][C@@H:41]2[CH2:51][CH3:52])=NC=1CC. (7) Given the product [I:12][C:13]1[CH:20]=[CH:19][CH:18]=[CH:17][C:14]=1[CH:15]=[O:16], predict the reactants needed to synthesize it. The reactants are: [Cr](Cl)([O-])(=O)=O.[NH+]1C=CC=CC=1.[I:12][C:13]1[CH:20]=[CH:19][CH:18]=[CH:17][C:14]=1[CH2:15][OH:16]. (8) Given the product [Cl:21][C:13]1[CH:12]=[C:11]([CH:4]([O:5][CH:6]2[CH2:10][CH2:9][CH2:8][CH2:7]2)[C:3]([OH:22])=[O:2])[CH:16]=[CH:15][C:14]=1[S:17]([CH3:20])(=[O:19])=[O:18], predict the reactants needed to synthesize it. The reactants are: C[O:2][C:3](=[O:22])[CH:4]([C:11]1[CH:16]=[CH:15][C:14]([S:17]([CH3:20])(=[O:19])=[O:18])=[C:13]([Cl:21])[CH:12]=1)[O:5][CH:6]1[CH2:10][CH2:9][CH2:8][CH2:7]1.[OH-].[K+].